This data is from Catalyst prediction with 721,799 reactions and 888 catalyst types from USPTO. The task is: Predict which catalyst facilitates the given reaction. (1) Reactant: C1(P(=O)(C2C=CC=CC=2)C2C=CC=CC=2)C=CC=CC=1.FC(F)(F)S(OS(C(F)(F)F)(=O)=O)(=O)=O.C([S:43][CH:44]([CH2:75][N:76]1[CH2:81][CH2:80][S:79][CH2:78][CH2:77]1)[CH2:45][NH:46][C:47]([C:49]1[NH:50][C:51]2[C:56]([CH:57]=1)=[CH:55][C:54]([O:58][CH2:59][CH2:60][CH2:61][O:62][CH3:63])=[CH:53][C:52]=2[N:64]([CH3:74])[S:65]([C:68]1[CH:73]=[CH:72][CH:71]=[CH:70][N:69]=1)(=[O:67])=[O:66])=O)C1C=CC=CC=1.C1(SC)C=CC=CC=1.C(=O)([O-])O.[Na+]. Product: [CH3:63][O:62][CH2:61][CH2:60][CH2:59][O:58][C:54]1[CH:55]=[C:56]2[C:51](=[C:52]([N:64]([CH3:74])[S:65]([C:68]3[CH:73]=[CH:72][CH:71]=[CH:70][N:69]=3)(=[O:67])=[O:66])[CH:53]=1)[NH:50][C:49]([C:47]1[S:43][CH:44]([CH2:75][N:76]3[CH2:81][CH2:80][S:79][CH2:78][CH2:77]3)[CH2:45][N:46]=1)=[CH:57]2. The catalyst class is: 10. (2) Reactant: [Cl:1][C:2]1[CH:7]=[C:6]2[NH:8][C:9](=[O:28])[C:10]3([CH:15]([C:16]4[CH:21]=[CH:20][CH:19]=[C:18]([Cl:22])[CH:17]=4)[CH2:14][C:13](=[O:23])[NH:12][CH:11]3[C:24](=C)[CH2:25][CH3:26])[C:5]2=[CH:4][CH:3]=1.[O:29]=[O+][O-]. Product: [Cl:1][C:2]1[CH:7]=[C:6]2[NH:8][C:9](=[O:28])[C:10]3([CH:15]([C:16]4[CH:21]=[CH:20][CH:19]=[C:18]([Cl:22])[CH:17]=4)[CH2:14][C:13](=[O:23])[NH:12][CH:11]3[C:24](=[O:29])[CH2:25][CH3:26])[C:5]2=[CH:4][CH:3]=1. The catalyst class is: 138. (3) Reactant: [C:1](=[S:4])([S-:3])[NH2:2].[NH4+].Br.Br[CH2:8][C:9]([C:11]1[CH:16]=[CH:15][N:14]=[CH:13][CH:12]=1)=O. Product: [N:14]1[CH:15]=[CH:16][C:11]([C:9]2[N:2]=[C:1]([SH:3])[S:4][CH:8]=2)=[CH:12][CH:13]=1. The catalyst class is: 8. (4) Reactant: [C:1]([O:5][C:6]([N:8]1[CH2:12][CH2:11][C:10]([CH2:25][CH2:26][C:27]([CH3:30])([CH3:29])[CH3:28])([CH:13]([C:15]2[C:16]3[CH:23]=[C:22]([F:24])[CH:21]=[CH:20][C:17]=3[S:18][CH:19]=2)[OH:14])[CH2:9]1)=[O:7])([CH3:4])([CH3:3])[CH3:2]. Product: [C:1]([O:5][C:6]([N:8]1[CH2:12][CH2:11][C:10]([CH2:25][CH2:26][C:27]([CH3:30])([CH3:29])[CH3:28])([C:13]([C:15]2[C:16]3[CH:23]=[C:22]([F:24])[CH:21]=[CH:20][C:17]=3[S:18][CH:19]=2)=[O:14])[CH2:9]1)=[O:7])([CH3:4])([CH3:3])[CH3:2]. The catalyst class is: 697. (5) Reactant: Cl[C:2]1[N:7]=[N:6][C:5]([N:8]2[CH2:13][CH2:12][C:11]3([CH2:18][CH2:17][N:16]([CH:19]4[CH2:22][CH2:21][CH2:20]4)[CH2:15][CH2:14]3)[CH2:10][CH2:9]2)=[CH:4][CH:3]=1.C(OB([C:29]1[CH:34]=[CH:33][CH:32]=[CH:31][CH:30]=1)O)(=O)C.C([O-])([O-])=O.[Na+].[Na+].C[O:42][CH2:43][CH2:44]OC. Product: [CH:19]1([N:16]2[CH2:17][CH2:18][C:11]3([CH2:12][CH2:13][N:8]([C:5]4[N:6]=[N:7][C:2]([C:32]5[CH:31]=[CH:30][C:29]([C:43](=[O:42])[CH3:44])=[CH:34][CH:33]=5)=[CH:3][CH:4]=4)[CH2:9][CH2:10]3)[CH2:14][CH2:15]2)[CH2:22][CH2:21][CH2:20]1. The catalyst class is: 6. (6) Product: [Br:19][CH2:18][CH2:17][CH2:16][O:15][C:9]1[CH:10]=[CH:11][CH:12]=[C:13]([CH3:14])[C:8]=1[NH2:7]. Reactant: C(OC(=O)[NH:7][C:8]1[C:13]([CH3:14])=[CH:12][CH:11]=[CH:10][C:9]=1[O:15][CH2:16][CH2:17][CH2:18][Br:19])(C)(C)C. The catalyst class is: 89. (7) Reactant: [C:1]([O:5][C:6]([NH:8][C@@H:9]([C:11]([NH:13][CH2:14][CH:15]([OH:17])[CH3:16])=[O:12])[CH3:10])=[O:7])([CH3:4])([CH3:3])[CH3:2]. Product: [C:1]([O:5][C:6]([NH:8][C@@H:9]([C:11]([NH:13][CH2:14][C:15](=[O:17])[CH3:16])=[O:12])[CH3:10])=[O:7])([CH3:4])([CH3:3])[CH3:2]. The catalyst class is: 47.